Dataset: Reaction yield outcomes from USPTO patents with 853,638 reactions. Task: Predict the reaction yield, written as a fraction of the theoretical maximum amount of product (1.0 means a 100% yield; for example, 0.34 means a 34% yield). (1) The reactants are [Cl:1][C:2]1[C:3]([CH2:24][NH2:25])=[N:4][CH:5]=[C:6](/[CH:8]=[CH:9]/[CH:10]([C:15]2[CH:20]=[C:19]([Cl:21])[C:18]([Cl:22])=[C:17]([Cl:23])[CH:16]=2)[C:11]([F:14])([F:13])[F:12])[CH:7]=1.[F:26][C:27]([F:33])([F:32])[CH2:28][C:29](O)=[O:30].CCN=C=NCCCN(C)C.Cl.C1C=CC2N(O)N=NC=2C=1.O.CCN(C(C)C)C(C)C. The catalyst is C(Cl)Cl. The product is [Cl:1][C:2]1[C:3]([CH2:24][NH:25][C:29](=[O:30])[CH2:28][C:27]([F:33])([F:32])[F:26])=[N:4][CH:5]=[C:6](/[CH:8]=[CH:9]/[CH:10]([C:15]2[CH:20]=[C:19]([Cl:21])[C:18]([Cl:22])=[C:17]([Cl:23])[CH:16]=2)[C:11]([F:14])([F:12])[F:13])[CH:7]=1. The yield is 0.350. (2) The reactants are [F:1][C:2]1[CH:7]=[CH:6][C:5]([C:8]2[C:16]3[C:11](=[CH:12][CH:13]=[C:14]([C:17](=[O:19])[CH3:18])[CH:15]=3)[N:10](C3CCCCO3)[N:9]=2)=[CH:4][CH:3]=1.Cl. The catalyst is CO. The product is [F:1][C:2]1[CH:3]=[CH:4][C:5]([C:8]2[C:16]3[C:11](=[CH:12][CH:13]=[C:14]([C:17](=[O:19])[CH3:18])[CH:15]=3)[NH:10][N:9]=2)=[CH:6][CH:7]=1. The yield is 1.00. (3) The reactants are [Si:1]([O:8][CH2:9][C@@H:10]1[CH:15]=[C:14]([C:16](=[O:20])[N:17]([CH3:19])[CH3:18])[C@H:13](O)[CH2:12][N:11]1[C:22]([O:24][C:25]([CH3:28])([CH3:27])[CH3:26])=[O:23])([C:4]([CH3:7])([CH3:6])[CH3:5])([CH3:3])[CH3:2].[CH2:29]([O:32][NH:33][S:34]([C:37]1[CH:42]=[CH:41][CH:40]=[CH:39][C:38]=1[N+:43]([O-:45])=[O:44])(=[O:36])=[O:35])[CH:30]=[CH2:31].C1(P(C2C=CC=CC=2)C2C=CC=CC=2)C=CC=CC=1.N(/C(OC(C)C)=O)=N\C(OC(C)C)=O. The catalyst is C1(C)C=CC=CC=1. The product is [CH2:29]([O:32][N:33]([C@H:13]1[CH2:12][N:11]([C:22]([O:24][C:25]([CH3:28])([CH3:27])[CH3:26])=[O:23])[C@H:10]([CH2:9][O:8][Si:1]([C:4]([CH3:6])([CH3:7])[CH3:5])([CH3:3])[CH3:2])[CH:15]=[C:14]1[C:16](=[O:20])[N:17]([CH3:19])[CH3:18])[S:34]([C:37]1[CH:42]=[CH:41][CH:40]=[CH:39][C:38]=1[N+:43]([O-:45])=[O:44])(=[O:36])=[O:35])[CH:30]=[CH2:31]. The yield is 0.820. (4) The reactants are [C:1]([O:5][C:6]([N:8]1[CH2:15][C:14]2[C:10](=[N:11][NH:12][C:13]=2[NH2:16])[CH2:9]1)=[O:7])([CH3:4])([CH3:3])[CH3:2].[Cl:17][CH:18]([CH:21]=O)[CH:19]=O. The catalyst is CC(O)=O.O. The product is [C:1]([O:5][C:6]([N:8]1[CH2:15][C:14]2=[C:13]3[N:12]([N:11]=[C:10]2[CH2:9]1)[CH:21]=[C:18]([Cl:17])[CH:19]=[N:16]3)=[O:7])([CH3:4])([CH3:2])[CH3:3]. The yield is 0.470. (5) The reactants are Cl[C:2]1[N:7]=[CH:6][C:5]([B:8]([OH:10])[OH:9])=[CH:4][N:3]=1.[NH:11]1[CH2:16][CH2:15][NH:14][CH2:13][C:12]1=[O:17]. The catalyst is O1CCOCC1. The product is [O:17]=[C:12]1[NH:11][CH2:16][CH2:15][N:14]([C:2]2[N:7]=[CH:6][C:5]([B:8]([OH:10])[OH:9])=[CH:4][N:3]=2)[CH2:13]1. The yield is 0.300. (6) The reactants are [Br:1][C:2]1[CH:35]=[C:34]([F:36])[CH:33]=[CH:32][C:3]=1[O:4][C:5]1[C:6]([NH:20][C:21]2[S:22][CH:23]=[C:24]([CH:26]3[CH2:31][CH2:30][NH:29][CH2:28][CH2:27]3)[N:25]=2)=[N:7][CH:8]=[C:9]([S:11][C:12]2[CH:17]=[CH:16][CH:15]=[C:14]([O:18][CH3:19])[CH:13]=2)[CH:10]=1.C(N(CC)CC)C.[CH3:44][C:45](OC(C)=O)=[O:46].[ClH:51]. The catalyst is C(Cl)Cl. The product is [ClH:51].[Br:1][C:2]1[CH:35]=[C:34]([F:36])[CH:33]=[CH:32][C:3]=1[O:4][C:5]1[C:6]([NH:20][C:21]2[S:22][CH:23]=[C:24]([CH:26]3[CH2:31][CH2:30][N:29]([C:45](=[O:46])[CH3:44])[CH2:28][CH2:27]3)[N:25]=2)=[N:7][CH:8]=[C:9]([S:11][C:12]2[CH:17]=[CH:16][CH:15]=[C:14]([O:18][CH3:19])[CH:13]=2)[CH:10]=1. The yield is 0.842. (7) The reactants are [Cl:1][C:2]1[CH:7]=[CH:6][C:5]([S:8]([N:11]([CH2:21][C:22]2[CH:34]=[CH:33][C:25]([C:26]([NH:28][CH2:29]CSC)=[O:27])=[CH:24][CH:23]=2)[C@H:12]([C:15]2[CH:20]=[CH:19][CH:18]=[CH:17][CH:16]=2)[CH2:13][CH3:14])(=[O:10])=[O:9])=[CH:4][CH:3]=1.ClC1C=C(C=CC=1)C(OO)=[O:40].[CH3:46][S:47]([CH3:49])=[O:48]. The catalyst is ClCCl. The product is [Cl:1][C:2]1[CH:7]=[CH:6][C:5]([S:8]([N:11]([CH2:21][C:22]2[CH:34]=[CH:33][C:25]([C:26]([NH:28][CH2:29][CH2:46][S:47]([CH3:49])(=[O:40])=[O:48])=[O:27])=[CH:24][CH:23]=2)[C@H:12]([C:15]2[CH:20]=[CH:19][CH:18]=[CH:17][CH:16]=2)[CH2:13][CH3:14])(=[O:10])=[O:9])=[CH:4][CH:3]=1. The yield is 0.736. (8) The reactants are [OH:1][C:2]1[O:3][CH:4]=[C:5]2[C:10]=1[CH:9]=[CH:8][CH:7]=[C:6]2[C:11]([F:14])([F:13])[F:12].C(=O)([O-])[O-:16].[K+].[K+].I[CH:22]([CH3:24])[CH3:23]. The catalyst is CN(C=O)C.Cl. The product is [CH:2]([C:10]1[CH:9]=[CH:8][CH:7]=[C:6]([C:11]([F:14])([F:13])[F:12])[C:5]=1[C:4]([O:16][CH:22]([CH3:24])[CH3:23])=[O:3])=[O:1]. The yield is 0.870.